Dataset: Forward reaction prediction with 1.9M reactions from USPTO patents (1976-2016). Task: Predict the product of the given reaction. (1) Given the reactants C[O:2][C:3](=[O:39])[C@@H:4]([NH:17][C:18]([C:20]1[C:21]([CH3:38])=[N:22][C:23]([NH:27][CH2:28][CH2:29][CH2:30][C:31]2[CH:36]=[CH:35][CH:34]=[C:33]([OH:37])[CH:32]=2)=[N:24][C:25]=1[CH3:26])=[O:19])[CH2:5][NH:6][C:7]([O:9][CH2:10][C:11]1[CH:16]=[CH:15][CH:14]=[CH:13][CH:12]=1)=[O:8].O.[OH-].[Li+].[K].[H][H], predict the reaction product. The product is: [CH2:10]([O:9][C:7]([NH:6][CH2:5][C@H:4]([NH:17][C:18]([C:20]1[C:21]([CH3:38])=[N:22][C:23]([NH:27][CH2:28][CH2:29][CH2:30][C:31]2[CH:36]=[CH:35][CH:34]=[C:33]([OH:37])[CH:32]=2)=[N:24][C:25]=1[CH3:26])=[O:19])[C:3]([OH:39])=[O:2])=[O:8])[C:11]1[CH:12]=[CH:13][CH:14]=[CH:15][CH:16]=1. (2) Given the reactants [CH3:1][O:2][C:3]1[CH:4]=[CH:5][C:6]([N+:12]([O-:14])=[O:13])=[C:7]2[C:11]=1[NH:10][CH:9]=[CH:8]2.[H-].[Na+].I[CH:18]([CH3:20])[CH3:19].O, predict the reaction product. The product is: [CH:18]([N:10]1[C:11]2[C:7](=[C:6]([N+:12]([O-:14])=[O:13])[CH:5]=[CH:4][C:3]=2[O:2][CH3:1])[CH:8]=[CH:9]1)([CH3:20])[CH3:19]. (3) Given the reactants [Br:1][C:2]1[CH:3]=[C:4]([C:8]([NH:11]C(=O)CCl)([CH3:10])[CH3:9])[CH:5]=[CH:6][CH:7]=1.NC(N)=S.C(O)(=O)C.O, predict the reaction product. The product is: [Br:1][C:2]1[CH:3]=[C:4]([C:8]([NH2:11])([CH3:9])[CH3:10])[CH:5]=[CH:6][CH:7]=1. (4) Given the reactants [CH2:1]([C:3]1[CH:4]=[CH:5][C:6]([CH2:9][CH2:10][OH:11])=[N:7][CH:8]=1)[CH3:2].O[C:13]1[CH:23]=[CH:22][C:16]([C:17]([O:19][CH2:20][CH3:21])=[O:18])=[CH:15][CH:14]=1, predict the reaction product. The product is: [CH2:20]([O:19][C:17](=[O:18])[C:16]1[CH:22]=[CH:23][C:13]([O:11][CH2:10][CH2:9][C:6]2[CH:5]=[CH:4][C:3]([CH2:1][CH3:2])=[CH:8][N:7]=2)=[CH:14][CH:15]=1)[CH3:21]. (5) Given the reactants [CH3:1][O:2][C:3]1[CH:4]=[C:5]([CH:31]=[CH:32][C:33]=1[O:34][CH3:35])[CH2:6][CH:7]1[C:16]2[C:11](=[CH:12][C:13]([OH:19])=[C:14]([O:17][CH3:18])[CH:15]=2)[CH2:10][CH2:9][N:8]1[CH2:20][C:21]([NH:23][CH2:24][C:25]1[CH:30]=[CH:29][CH:28]=[CH:27][CH:26]=1)=[O:22].[CH:36]1([CH2:39]Br)[CH2:38][CH2:37]1, predict the reaction product. The product is: [CH3:1][O:2][C:3]1[CH:4]=[C:5]([CH:31]=[CH:32][C:33]=1[O:34][CH3:35])[CH2:6][CH:7]1[C:16]2[C:11](=[CH:12][C:13]([O:19][CH2:39][CH:36]3[CH2:38][CH2:37]3)=[C:14]([O:17][CH3:18])[CH:15]=2)[CH2:10][CH2:9][N:8]1[CH2:20][C:21]([NH:23][CH2:24][C:25]1[CH:30]=[CH:29][CH:28]=[CH:27][CH:26]=1)=[O:22]. (6) Given the reactants [OH:1][CH:2]([C:7]1[C:15]2[C:14](=[O:16])[N:13]([CH2:17][CH2:18][CH2:19][O:20]C3CCCCO3)[C:12](=[O:27])[N:11]([CH3:28])[C:10]=2[S:9][C:8]=1[C:29]1[CH:34]=[CH:33][CH:32]=[C:31]([O:35][C:36]([F:39])([F:38])[F:37])[CH:30]=1)[CH2:3][CH:4]([CH3:6])[CH3:5], predict the reaction product. The product is: [OH:1][CH:2]([C:7]1[C:15]2[C:14](=[O:16])[N:13]([CH2:17][CH2:18][CH2:19][OH:20])[C:12](=[O:27])[N:11]([CH3:28])[C:10]=2[S:9][C:8]=1[C:29]1[CH:34]=[CH:33][CH:32]=[C:31]([O:35][C:36]([F:37])([F:38])[F:39])[CH:30]=1)[CH2:3][CH:4]([CH3:6])[CH3:5]. (7) Given the reactants Br[CH2:2][C:3]([C:5]1[CH:10]=[CH:9][C:8]([S:11]([CH3:14])(=[O:13])=[O:12])=[CH:7][CH:6]=1)=[O:4].[C:15]([O-:18])(=[O:17])[CH3:16].[Na+], predict the reaction product. The product is: [C:15]([O:18][CH2:2][C:3]([C:5]1[CH:10]=[CH:9][C:8]([S:11]([CH3:14])(=[O:13])=[O:12])=[CH:7][CH:6]=1)=[O:4])(=[O:17])[CH3:16]. (8) The product is: [ClH:1].[N:21]1[CH:26]=[CH:25][CH:24]=[C:23]([C:27]2[S:31][C:30]([S:32][CH2:2][CH2:3][CH2:4][N:5]3[CH2:10][C@H:9]4[C@:7]([C:11]5[CH:16]=[CH:15][C:14]([C:17]([F:20])([F:19])[F:18])=[CH:13][CH:12]=5)([CH2:8]4)[CH2:6]3)=[N:29][CH:28]=2)[CH:22]=1. Given the reactants [Cl:1][CH2:2][CH2:3][CH2:4][N:5]1[CH2:10][C@H:9]2[C@:7]([C:11]3[CH:16]=[CH:15][C:14]([C:17]([F:20])([F:19])[F:18])=[CH:13][CH:12]=3)([CH2:8]2)[CH2:6]1.[N:21]1[CH:26]=[CH:25][CH:24]=[C:23]([C:27]2[S:31][C:30](=[S:32])[NH:29][CH:28]=2)[CH:22]=1, predict the reaction product.